Dataset: Full USPTO retrosynthesis dataset with 1.9M reactions from patents (1976-2016). Task: Predict the reactants needed to synthesize the given product. (1) Given the product [OH:28][C@H:24]1[CH2:25][CH2:26][CH2:27][N:22]([C:3]2[C:2]([C:33]3[CH:34]=[N:29][CH:30]=[N:31][CH:32]=3)=[CH:21][C:6]([C:7]([NH:9][C:10]3[CH:15]=[CH:14][C:13]([O:16][C:17]([F:20])([F:19])[F:18])=[CH:12][CH:11]=3)=[O:8])=[CH:5][N:4]=2)[CH2:23]1, predict the reactants needed to synthesize it. The reactants are: Br[C:2]1[C:3]([N:22]2[CH2:27][CH2:26][CH2:25][C@H:24]([OH:28])[CH2:23]2)=[N:4][CH:5]=[C:6]([CH:21]=1)[C:7]([NH:9][C:10]1[CH:15]=[CH:14][C:13]([O:16][C:17]([F:20])([F:19])[F:18])=[CH:12][CH:11]=1)=[O:8].[N:29]1[CH:34]=[C:33](B(O)O)[CH:32]=[N:31][CH:30]=1. (2) Given the product [NH2:10][CH2:11][C@@H:12]([OH:42])[C@@H:13]([NH:21][C:22](=[O:23])[C:24]1[CH:29]=[C:28]([O:30][CH2:31][CH2:32][CH2:33][CH2:34][CH3:35])[CH:27]=[C:26]([N:36]2[CH2:40][CH2:39][CH2:38][C:37]2=[O:41])[CH:25]=1)[CH2:14][C:15]1[CH:20]=[CH:19][CH:18]=[CH:17][CH:16]=1, predict the reactants needed to synthesize it. The reactants are: C(OC(=O)[NH:10][CH2:11][C@@H:12]([OH:42])[C@@H:13]([NH:21][C:22]([C:24]1[CH:29]=[C:28]([O:30][CH2:31][CH2:32][CH2:33][CH2:34][CH3:35])[CH:27]=[C:26]([N:36]2[CH2:40][CH2:39][CH2:38][C:37]2=[O:41])[CH:25]=1)=[O:23])[CH2:14][C:15]1[CH:20]=[CH:19][CH:18]=[CH:17][CH:16]=1)C1C=CC=CC=1.CCO. (3) Given the product [C:25](=[NH:24])([O:4][CH2:2][CH3:3])[C:28]1[CH:29]=[CH:30][CH:31]=[CH:32][CH:33]=1, predict the reactants needed to synthesize it. The reactants are: Cl.[CH2:2]([O:4]C(=O)[C@H](CS)N)[CH3:3].C(N(CC)CC)C.C(C1CS[C:25]([C:28]2[CH:33]=[CH:32][CH:31]=[CH:30][CH:29]=2)=[N:24]1)(OCC)=O. (4) The reactants are: [CH3:1]OC(C1C(O)=C2C(C=CC=N2)=CN=1)=O.[CH:16]([O:19][C:20]([C:22]1[C:27]([CH2:28][N:29]([S:35]([C:38]2[CH:43]=[CH:42][CH:41]=[CH:40][CH:39]=2)(=[O:37])=[O:36])[CH2:30][C:31]([O:33][CH3:34])=[O:32])=[CH:26][CH:25]=[CH:24][N:23]=1)=[O:21])([CH3:18])[CH3:17].N(C(OC(C)C)=O)=NC(OC(C)C)=O.C(OC(C1C(CO)=CC=C(C)N=1)=O)(C)C.COC(=O)CNS(C1C=CC=CC=1)(=O)=O.C1(P(C2C=CC=CC=2)C2C=CC=CC=2)C=CC=CC=1. Given the product [CH:16]([O:19][C:20]([C:22]1[C:27]([CH2:28][N:29]([S:35]([C:38]2[CH:43]=[CH:42][CH:41]=[CH:40][CH:39]=2)(=[O:37])=[O:36])[CH2:30][C:31]([O:33][CH3:34])=[O:32])=[CH:26][CH:25]=[C:24]([CH3:1])[N:23]=1)=[O:21])([CH3:18])[CH3:17], predict the reactants needed to synthesize it. (5) Given the product [Br:18][C:19]1[CH:24]=[C:23]([F:25])[CH:22]=[CH:21][C:20]=1[S:26]([NH:1][C:2]1[C:11]([C:12]([O:14][CH3:15])=[O:13])=[C:10]2[C:5]([CH:6]3[CH2:16][CH:7]3[CH2:8][O:9]2)=[CH:4][C:3]=1[F:17])(=[O:28])=[O:27], predict the reactants needed to synthesize it. The reactants are: [NH2:1][C:2]1[C:11]([C:12]([O:14][CH3:15])=[O:13])=[C:10]2[C:5]([CH:6]3[CH2:16][CH:7]3[CH2:8][O:9]2)=[CH:4][C:3]=1[F:17].[Br:18][C:19]1[CH:24]=[C:23]([F:25])[CH:22]=[CH:21][C:20]=1[S:26](Cl)(=[O:28])=[O:27].C[Si](C)(C)[N-][Si](C)(C)C.[Na+].O.